The task is: Predict which catalyst facilitates the given reaction.. This data is from Catalyst prediction with 721,799 reactions and 888 catalyst types from USPTO. (1) Reactant: [Na].[NH2:2][C:3]1[CH:4]=[C:5]([OH:10])[CH:6]=[CH:7][C:8]=1[NH2:9].NC1C=CC(OC)=CC=1N.B(Br)(Br)Br.[OH-].[Na+]. Product: [NH2:2][C:3]1[CH:4]=[C:5]([OH:10])[CH:6]=[CH:7][C:8]=1[NH2:9]. The catalyst class is: 2. (2) Reactant: CC1(C)C(C)(C)OB([C:9]2[CH:10]=[C:11]3[C:15](=[CH:16][CH:17]=2)[N:14]([C:18]([O:20][C:21]([CH3:24])([CH3:23])[CH3:22])=[O:19])[CH2:13][CH2:12]3)O1.C([O-])([O-])=O.[Na+].[Na+].Br[C:33]1[C:34]([C:39]([F:42])([F:41])[F:40])=[N:35][N:36]([CH3:38])[CH:37]=1. Product: [CH3:38][N:36]1[CH:37]=[C:33]([C:9]2[CH:10]=[C:11]3[C:15](=[CH:16][CH:17]=2)[N:14]([C:18]([O:20][C:21]([CH3:22])([CH3:23])[CH3:24])=[O:19])[CH2:13][CH2:12]3)[C:34]([C:39]([F:42])([F:41])[F:40])=[N:35]1. The catalyst class is: 117. (3) Reactant: Cl[C:2]1[C:7]([N+:8]([O-:10])=[O:9])=[CH:6][N:5]=[C:4]([C:11]2[N:15]3[CH:16]=[C:17]([F:20])[CH:18]=[CH:19][C:14]3=[N:13][CH:12]=2)[N:3]=1.[NH2:21][C@@H:22]1[CH2:27][CH2:26][CH2:25][N:24]([C:28]([O:30][C:31]([CH3:34])([CH3:33])[CH3:32])=[O:29])[CH2:23]1.C(N(C(C)C)CC)(C)C. Product: [F:20][C:17]1[CH:18]=[CH:19][C:14]2[N:15]([C:11]([C:4]3[N:3]=[C:2]([NH:21][C@@H:22]4[CH2:27][CH2:26][CH2:25][N:24]([C:28]([O:30][C:31]([CH3:34])([CH3:33])[CH3:32])=[O:29])[CH2:23]4)[C:7]([N+:8]([O-:10])=[O:9])=[CH:6][N:5]=3)=[CH:12][N:13]=2)[CH:16]=1. The catalyst class is: 7. (4) Reactant: [CH2:1]([NH:4][C:5]1[C:14]2[C:9](=[CH:10][CH:11]=[C:12]([N+:15]([O-:17])=[O:16])[CH:13]=2)[N:8]=[C:7](Cl)[N:6]=1)[CH:2]=[CH2:3].Cl.[N:20]1[CH:25]=[CH:24][CH:23]=[CH:22][C:21]=1[CH2:26][NH2:27].C(N(CC)CC)C.O. Product: [CH2:1]([NH:4][C:5]1[C:14]2[C:9](=[CH:10][CH:11]=[C:12]([N+:15]([O-:17])=[O:16])[CH:13]=2)[N:8]=[C:7]([NH:27][CH2:26][C:21]2[CH:22]=[CH:23][CH:24]=[CH:25][N:20]=2)[N:6]=1)[CH:2]=[CH2:3]. The catalyst class is: 10. (5) Reactant: C([O-])(O)=O.[Na+].[NH2:6][C:7]1[C:8]([C:22]([O:24]C)=[O:23])=[N:9][C:10]([C:14]2[C:19]([F:20])=[CH:18][CH:17]=[CH:16][C:15]=2[F:21])=[C:11]([F:13])[CH:12]=1.[Li+].[OH-].Cl. Product: [NH2:6][C:7]1[C:8]([C:22]([OH:24])=[O:23])=[N:9][C:10]([C:14]2[C:19]([F:20])=[CH:18][CH:17]=[CH:16][C:15]=2[F:21])=[C:11]([F:13])[CH:12]=1. The catalyst class is: 36. (6) Reactant: C[Si]([N-][Si](C)(C)C)(C)C.[K+].[CH3:11][O:12][CH2:13][CH2:14][OH:15].[NH2:16][C:17]1[CH:24]=[C:23](F)[C:20]([C:21]#[N:22])=[CH:19][N:18]=1. Product: [NH2:16][C:17]1[CH:24]=[C:23]([O:15][CH2:14][CH2:13][O:12][CH3:11])[C:20]([C:21]#[N:22])=[CH:19][N:18]=1. The catalyst class is: 1. (7) Reactant: [C:1]([N:8]([CH2:19][C:20]1[CH:25]=[CH:24][CH:23]=[C:22]([I:26])[CH:21]=1)[C:9]([NH:11][C:12]([O:14][C:15]([CH3:18])([CH3:17])[CH3:16])=[O:13])=[NH:10])([O:3][C:4]([CH3:7])([CH3:6])[CH3:5])=[O:2].[H-].[Na+].[C:29]([O:33][C:34](O[C:34]([O:33][C:29]([CH3:32])([CH3:31])[CH3:30])=[O:35])=[O:35])([CH3:32])([CH3:31])[CH3:30]. Product: [C:1]([N:8]([CH2:19][C:20]1[CH:25]=[CH:24][CH:23]=[C:22]([I:26])[CH:21]=1)[C:9]([NH:10][C:34]([O:33][C:29]([CH3:32])([CH3:31])[CH3:30])=[O:35])=[N:11][C:12]([O:14][C:15]([CH3:18])([CH3:17])[CH3:16])=[O:13])([O:3][C:4]([CH3:5])([CH3:6])[CH3:7])=[O:2]. The catalyst class is: 1.